Dataset: Forward reaction prediction with 1.9M reactions from USPTO patents (1976-2016). Task: Predict the product of the given reaction. (1) Given the reactants [CH:1]1[CH:2]=[CH:3][C:4]2[C:5](=[CH:7][CH:8]=[CH:9][C:10]=2[OH:11])[CH:6]=1.[Br:12]N1C(=O)CCC1=O, predict the reaction product. The product is: [Br:12][C:7]1[C:5]2[C:4](=[CH:3][CH:2]=[CH:1][CH:6]=2)[C:10]([OH:11])=[CH:9][CH:8]=1. (2) Given the reactants [CH2:1]([C:3]([CH:10]=O)([CH2:8][CH3:9])[CH2:4][CH2:5][C:6]#[N:7])[CH3:2].[Cl:12][C:13]1[CH:21]=[CH:20][C:16]([C:17]([NH2:19])=[O:18])=[CH:15][CH:14]=1.[NH:22]1[C:26]2[CH:27]=[CH:28][CH:29]=[CH:30][C:25]=2[N:24]=[N:23]1.C1(C)C=CC(S(O)(=O)=O)=CC=1, predict the reaction product. The product is: [N:22]1([CH:10]([NH:19][C:17](=[O:18])[C:16]2[CH:20]=[CH:21][C:13]([Cl:12])=[CH:14][CH:15]=2)[C:3]([CH2:1][CH3:2])([CH2:8][CH3:9])[CH2:4][CH2:5][C:6]#[N:7])[C:26]2[CH:27]=[CH:28][CH:29]=[CH:30][C:25]=2[N:24]=[N:23]1. (3) Given the reactants P([O-])([O-])([O-])=O.[K+].[K+].[K+].CNCCNC.I[C:16]1[CH:21]=[CH:20][C:19]([CH2:22][NH2:23])=[CH:18][CH:17]=1.[NH:24]1[CH2:29][CH2:28][CH2:27][CH2:26][C:25]1=[O:30], predict the reaction product. The product is: [NH2:23][CH2:22][C:19]1[CH:20]=[CH:21][C:16]([N:24]2[CH2:29][CH2:28][CH2:27][CH2:26][C:25]2=[O:30])=[CH:17][CH:18]=1. (4) Given the reactants Br[C:2]1[CH:11]=[CH:10][C:9]2[N:8]=[C:7]([NH2:12])[C:6]3[N:13]=[C:14]([CH2:16][CH2:17][CH3:18])[S:15][C:5]=3[C:4]=2[CH:3]=1.[OH:19][CH2:20][C:21]1[CH:22]=[C:23](B(O)O)[CH:24]=[CH:25][CH:26]=1, predict the reaction product. The product is: [NH2:12][C:7]1[C:6]2[N:13]=[C:14]([CH2:16][CH2:17][CH3:18])[S:15][C:5]=2[C:4]2[CH:3]=[C:2]([C:25]3[CH:26]=[C:21]([CH2:20][OH:19])[CH:22]=[CH:23][CH:24]=3)[CH:11]=[CH:10][C:9]=2[N:8]=1. (5) Given the reactants [CH2:1]([Sn:5](=[O:10])[CH2:6][CH2:7][CH2:8][CH3:9])[CH2:2][CH2:3][CH3:4].[CH2:11](O)[CH2:12][CH2:13][CH2:14][CH2:15][CH2:16][OH:17], predict the reaction product. The product is: [CH2:1]([SnH:5]([CH2:6][CH2:7][CH2:8][CH3:9])[O:10][CH2:11][CH2:12][CH2:13][CH2:14][CH2:15][CH2:16][OH:17])[CH2:2][CH2:3][CH3:4].